This data is from Full USPTO retrosynthesis dataset with 1.9M reactions from patents (1976-2016). The task is: Predict the reactants needed to synthesize the given product. (1) The reactants are: [F:1][C:2]1[CH:7]=[CH:6][C:5]([C:8]2[CH:13]=[CH:12][CH:11]=[C:10]([S:14](Cl)(=[O:16])=[O:15])[CH:9]=2)=[CH:4][CH:3]=1.[NH2:18][C:19]1[CH:20]=[C:21]([NH:26][C:27]([NH:29][CH2:30][C:31]2[CH:36]=[CH:35][CH:34]=[CH:33][CH:32]=2)=[O:28])[CH:22]=[CH:23][C:24]=1[CH3:25]. Given the product [CH2:30]([NH:29][C:27](=[O:28])[NH:26][C:21]1[CH:22]=[CH:23][C:24]([CH3:25])=[C:19]([NH:18][S:14]([C:10]2[CH:9]=[C:8]([C:5]3[CH:6]=[CH:7][C:2]([F:1])=[CH:3][CH:4]=3)[CH:13]=[CH:12][CH:11]=2)(=[O:16])=[O:15])[CH:20]=1)[C:31]1[CH:32]=[CH:33][CH:34]=[CH:35][CH:36]=1, predict the reactants needed to synthesize it. (2) The reactants are: [CH3:1][O:2][C:3](=[O:16])[CH:4]=[CH:5][C:6]1[CH:11]=[CH:10][CH:9]=[C:8]([S:12](Cl)(=[O:14])=[O:13])[CH:7]=1.[CH3:17][NH:18][C:19]1[CH:24]=[CH:23][CH:22]=[CH:21][CH:20]=1.N1C=CC=CC=1. Given the product [CH3:1][O:2][C:3](=[O:16])[CH:4]=[CH:5][C:6]1[CH:11]=[CH:10][CH:9]=[C:8]([S:12](=[O:14])(=[O:13])[N:18]([CH3:17])[C:19]2[CH:24]=[CH:23][CH:22]=[CH:21][CH:20]=2)[CH:7]=1, predict the reactants needed to synthesize it. (3) Given the product [C:13](=[S:15])([S:1][CH2:2][CH2:3][C:4]([OH:6])=[O:5])[S:14][CH2:17][C:18]#[N:19], predict the reactants needed to synthesize it. The reactants are: [SH:1][CH2:2][CH2:3][C:4]([OH:6])=[O:5].C(=O)([O-])[O-].[K+].[K+].[C:13](=[S:15])=[S:14].Cl[CH2:17][C:18]#[N:19].Cl. (4) Given the product [CH:1]12[O:8][CH:5]([CH2:6][CH2:7]1)[CH2:4][N:3]([C:9]1[N:14]=[C:13]([C:15]3[CH:16]=[CH:17][C:18]([NH:21][C:22](=[O:24])[CH3:23])=[CH:19][CH:20]=3)[N:12]=[C:11]3[NH:25][N:26]=[CH:27][C:10]=13)[CH2:2]2, predict the reactants needed to synthesize it. The reactants are: [CH:1]12[O:8][CH:5]([CH2:6][CH2:7]1)[CH2:4][N:3]([C:9]1[N:14]=[C:13]([C:15]3[CH:20]=[CH:19][C:18]([NH:21][C:22](=[O:24])[CH3:23])=[CH:17][CH:16]=3)[N:12]=[C:11]3[N:25](C4CCCCO4)[N:26]=[CH:27][C:10]=13)[CH2:2]2.Cl. (5) Given the product [OH:20][CH2:19][C:18]1[CH:17]=[C:16]([N:24]2[CH2:28][CH2:27][CH2:26][C:25]2=[O:29])[CH:23]=[CH:22][CH:21]=1, predict the reactants needed to synthesize it. The reactants are: [O-]P([O-])([O-])=O.[K+].[K+].[K+].CNCCNC.I[C:16]1[CH:17]=[C:18]([CH:21]=[CH:22][CH:23]=1)[CH2:19][OH:20].[NH:24]1[CH2:28][CH2:27][CH2:26][C:25]1=[O:29]. (6) Given the product [CH3:19][O:15][C:14](=[O:16])[CH2:13][C:5]1[CH:6]=[CH:7][C:8]([N+:10]([O-:12])=[O:11])=[CH:9][C:4]=1[N+:1]([O-:3])=[O:2], predict the reactants needed to synthesize it. The reactants are: [N+:1]([C:4]1[CH:9]=[C:8]([N+:10]([O-:12])=[O:11])[CH:7]=[CH:6][C:5]=1[CH2:13][C:14]([OH:16])=[O:15])([O-:3])=[O:2].CO.[CH3:19][Si](C=[N+]=[N-])(C)C. (7) Given the product [C:1]([N:5]1[C:9]([C:10]2[CH:11]=[CH:12][C:13]([F:16])=[CH:14][CH:15]=2)=[C:8]([C:17]2[S:18][CH:19]=[C:20]([CH2:22][C:23]([NH:69][CH2:68][C:67]3[CH:66]=[CH:65][C:64]([N:59]4[CH:63]=[CH:62][N:61]=[CH:60]4)=[CH:71][CH:70]=3)=[O:24])[N:21]=2)[CH:7]=[N:6]1)([CH3:3])([CH3:2])[CH3:4], predict the reactants needed to synthesize it. The reactants are: [C:1]([N:5]1[C:9]([C:10]2[CH:15]=[CH:14][C:13]([F:16])=[CH:12][CH:11]=2)=[C:8]([C:17]2[S:18][CH:19]=[C:20]([CH2:22][C:23](O)=[O:24])[N:21]=2)[CH:7]=[N:6]1)([CH3:4])([CH3:3])[CH3:2].CN(C(ON1N=NC2C=CC=NC1=2)=[N+](C)C)C.F[P-](F)(F)(F)(F)F.CCN(C(C)C)C(C)C.[N:59]1([C:64]2[CH:71]=[CH:70][C:67]([CH2:68][NH2:69])=[CH:66][CH:65]=2)[CH:63]=[CH:62][N:61]=[CH:60]1. (8) The reactants are: ClS([N:5]=[C:6]=O)(=O)=O.CC(OC([N:15](C(OC(C)(C)C)=O)[C:16]1[CH:17]=[N:18][CH:19]=[C:20]([C:22]2[N:23]([CH3:32])[C:24]3[C:29]([CH:30]=2)=[CH:28][CH:27]=[C:26]([Cl:31])[CH:25]=3)[CH:21]=1)=O)(C)C.CN(C=O)C. Given the product [NH2:15][C:16]1[CH:21]=[C:20]([C:22]2[N:23]([CH3:32])[C:24]3[C:29]([C:30]=2[C:6]#[N:5])=[CH:28][CH:27]=[C:26]([Cl:31])[CH:25]=3)[CH:19]=[N:18][CH:17]=1, predict the reactants needed to synthesize it.